This data is from Forward reaction prediction with 1.9M reactions from USPTO patents (1976-2016). The task is: Predict the product of the given reaction. (1) Given the reactants [CH3:1][C:2]1[N:7]=[N:6][CH:5]=[C:4]([C:8]2[C@:9]3([CH2:25][CH2:24][C@H:23]4[C@@H:14]([CH2:15][CH2:16][C:17]5[CH:18]=[C:19]([C:26]([O:28]C)=[O:27])[CH:20]=[CH:21][C:22]=54)[C@@H:11]3[CH2:12][CH:13]=2)[CH3:10])[CH:3]=1.[OH-].[Na+].C(O)(=O)CC(CC(O)=O)(C(O)=O)O, predict the reaction product. The product is: [CH3:1][C:2]1[N:7]=[N:6][CH:5]=[C:4]([C:8]2[C@:9]3([CH2:25][CH2:24][C@H:23]4[C@@H:14]([CH2:15][CH2:16][C:17]5[CH:18]=[C:19]([C:26]([OH:28])=[O:27])[CH:20]=[CH:21][C:22]=54)[C@@H:11]3[CH2:12][CH:13]=2)[CH3:10])[CH:3]=1. (2) Given the reactants Br[C:2]1[CH:3]=[CH:4][C:5]2[O:15][CH2:14][CH:13]([F:16])[C:12]3[S:11][C:10]([C:17]([O:19][CH3:20])=[O:18])=[N:9][C:8]=3[C:6]=2[CH:7]=1.[C:21]([C@:23]1([OH:30])[CH2:27][CH2:26][N:25]([CH3:28])[C:24]1=[O:29])#[CH:22], predict the reaction product. The product is: [F:16][CH:13]1[C:12]2[S:11][C:10]([C:17]([O:19][CH3:20])=[O:18])=[N:9][C:8]=2[C:6]2[CH:7]=[C:2]([C:22]#[C:21][C@:23]3([OH:30])[CH2:27][CH2:26][N:25]([CH3:28])[C:24]3=[O:29])[CH:3]=[CH:4][C:5]=2[O:15][CH2:14]1.